The task is: Predict the reactants needed to synthesize the given product.. This data is from Full USPTO retrosynthesis dataset with 1.9M reactions from patents (1976-2016). Given the product [Cl:1][C:2]1[CH:3]=[C:4]2[C:10](=[O:11])[C:12]3[C:13]([F:22])=[C:14]([O:20][CH3:21])[CH:15]=[CH:16][C:17]=3[CH:18]=[CH:19][C:5]2=[N:6][CH:7]=1, predict the reactants needed to synthesize it. The reactants are: [Cl:1][C:2]1[CH:3]=[C:4]([C:10]([C:12]2[C:17]([CH:18]=[CH2:19])=[CH:16][CH:15]=[C:14]([O:20][CH3:21])[C:13]=2[F:22])=[O:11])[C:5](C=C)=[N:6][CH:7]=1.